From a dataset of Catalyst prediction with 721,799 reactions and 888 catalyst types from USPTO. Predict which catalyst facilitates the given reaction. (1) Product: [CH3:1][N:2]1[CH:6]=[C:5]([C:7]2[CH:8]=[C:9]3[C:15]([C:16]([CH:28]4[CH2:29][C:27]4([C:25]4[CH:24]=[CH:23][N:22]=[C:21]([CH3:20])[CH:26]=4)[C:30]([NH:53][NH2:54])=[O:32])=[O:17])=[CH:14][NH:13][C:10]3=[N:11][CH:12]=2)[CH:4]=[N:3]1. The catalyst class is: 18. Reactant: [CH3:1][N:2]1[CH:6]=[C:5]([C:7]2[CH:8]=[C:9]3[C:15]([C:16](NN)=[O:17])=[CH:14][NH:13][C:10]3=[N:11][CH:12]=2)[CH:4]=[N:3]1.[CH3:20][C:21]1[CH:26]=[C:25]([C:27]2([C:30]([OH:32])=O)[CH2:29][CH2:28]2)[CH:24]=[CH:23][N:22]=1.CN1CCOCC1.Cl.CN(C)CCCN=C=NCC.O[N:53]1C2C=CC=CC=2N=[N:54]1. (2) Reactant: [CH2:1]([C:5]1(O)[C:11]2([CH2:14][CH2:13][CH2:12]2)[CH:9]2[CH2:10][CH:6]1[CH2:7][CH2:8]2)[CH2:2][CH2:3][CH3:4].C(O)(=O)C.[C-:20]#[N:21].[Na+].S(=O)(=O)(O)O.[H-].[Al+3].[Li+].[H-].[H-].[H-].C1COCC1. Product: [CH2:1]([C:5]12[CH2:11][CH2:12][CH2:13][C:14]1([NH:21][CH3:20])[CH:9]1[CH2:10][CH:6]2[CH2:7][CH2:8]1)[CH2:2][CH2:3][CH3:4]. The catalyst class is: 6. (3) Reactant: [CH2:1]([O:3][C:4]1[CH:5]=[C:6]([CH2:14][CH2:15][C:16](Cl)=[O:17])[CH:7]=[CH:8][C:9]=1[O:10][CH2:11][C:12]#[CH:13])[CH3:2].[Cl:19][C:20]1[CH:27]=[CH:26][C:23]([CH2:24][NH2:25])=[CH:22][CH:21]=1.C(N(CC)CC)C.O1CCCC1. Product: [Cl:19][C:20]1[CH:27]=[CH:26][C:23]([CH2:24][NH:25][C:16](=[O:17])[CH2:15][CH2:14][C:6]2[CH:7]=[CH:8][C:9]([O:10][CH2:11][C:12]#[CH:13])=[C:4]([O:3][CH2:1][CH3:2])[CH:5]=2)=[CH:22][CH:21]=1. The catalyst class is: 6.